This data is from Forward reaction prediction with 1.9M reactions from USPTO patents (1976-2016). The task is: Predict the product of the given reaction. (1) Given the reactants [N+](C1C=C([N+]([O-])=O)C=CC=1[O-])([O-])=O.[NH2:14][N+:15]1[CH:20]=[CH:19][C:18]2[O:21][CH2:22][CH2:23][C:17]=2[CH:16]=1.C(=O)([O-])[O-].[K+].[K+].[C:30]1([C:36]#[C:37][C:38]([O:40][CH3:41])=[O:39])[CH:35]=[CH:34][CH:33]=[CH:32][CH:31]=1, predict the reaction product. The product is: [C:30]1([C:36]2[C:37]([C:38]([O:40][CH3:41])=[O:39])=[C:16]3[C:17]4[CH2:23][CH2:22][O:21][C:18]=4[CH:19]=[CH:20][N:15]3[N:14]=2)[CH:35]=[CH:34][CH:33]=[CH:32][CH:31]=1. (2) Given the reactants [F:1][C:2]1[CH:11]=[C:10]([C:12]2[CH:13]=[N:14][C:15]3[N:16]([C:18]([CH2:21][C:22]4[CH:23]=[C:24]5[C:29](=[CH:30][CH:31]=4)[N:28]=[CH:27][CH:26]=[CH:25]5)=[CH:19][N:20]=3)[N:17]=2)[CH:9]=[CH:8][C:3]=1[C:4]([NH:6][CH3:7])=[O:5].[ClH:32].C(OC)(C)(C)C, predict the reaction product. The product is: [ClH:32].[ClH:32].[F:1][C:2]1[CH:11]=[C:10]([C:12]2[CH:13]=[N:14][C:15]3[N:16]([C:18]([CH2:21][C:22]4[CH:23]=[C:24]5[C:29](=[CH:30][CH:31]=4)[N:28]=[CH:27][CH:26]=[CH:25]5)=[CH:19][N:20]=3)[N:17]=2)[CH:9]=[CH:8][C:3]=1[C:4]([NH:6][CH3:7])=[O:5].